Predict which catalyst facilitates the given reaction. From a dataset of Catalyst prediction with 721,799 reactions and 888 catalyst types from USPTO. Reactant: [CH3:1][N:2]([S:21]([C:24]1[S:25][CH:26]=[CH:27][CH:28]=1)(=[O:23])=[O:22])[C:3]1[CH:4]=[CH:5][CH:6]=[C:7]2[C:11]=1[NH:10][C:9]([C:12]1[S:13][CH:14]([CH2:17][C:18]([OH:20])=O)[CH2:15][N:16]=1)=[CH:8]2.N1(O)C2C=CC=CC=2N=N1.Cl.CN(C)CCCN=C=NCC.C(N(C(C)C)C(C)C)C.[NH:60]1[CH2:65][CH2:64][O:63][CH2:62][CH2:61]1. Product: [CH3:1][N:2]([C:3]1[CH:4]=[CH:5][CH:6]=[C:7]2[C:11]=1[NH:10][C:9]([C:12]1[S:13][CH:14]([CH2:17][C:18]([N:60]3[CH2:65][CH2:64][O:63][CH2:62][CH2:61]3)=[O:20])[CH2:15][N:16]=1)=[CH:8]2)[S:21]([C:24]1[S:25][CH:26]=[CH:27][CH:28]=1)(=[O:22])=[O:23]. The catalyst class is: 35.